From a dataset of Catalyst prediction with 721,799 reactions and 888 catalyst types from USPTO. Predict which catalyst facilitates the given reaction. Reactant: C([N:8](CC1C=CC=CC=1)[CH:9]([CH2:20][O:21][CH:22]([F:24])[F:23])[C:10]([NH:12][CH2:13][C:14]1[CH:19]=[CH:18][CH:17]=[CH:16][CH:15]=1)=[O:11])C1C=CC=CC=1. Product: [NH2:8][CH:9]([CH2:20][O:21][CH:22]([F:23])[F:24])[C:10]([NH:12][CH2:13][C:14]1[CH:19]=[CH:18][CH:17]=[CH:16][CH:15]=1)=[O:11]. The catalyst class is: 261.